This data is from Catalyst prediction with 721,799 reactions and 888 catalyst types from USPTO. The task is: Predict which catalyst facilitates the given reaction. (1) Reactant: Br[C:2]1[CH:3]=[CH:4][C:5]2[O:11][CH2:10][CH2:9][N:8]3[CH:12]=[C:13]([C:15]4[N:19]([C:20]5[CH:25]=[CH:24][CH:23]=[CH:22][C:21]=5[Cl:26])[N:18]=[CH:17][N:16]=4)[N:14]=[C:7]3[C:6]=2[CH:27]=1.[C:28]1(B(O)O)[CH:33]=[CH:32][CH:31]=[CH:30][CH:29]=1.C([O-])([O-])=O.[Cs+].[Cs+].O. Product: [Cl:26][C:21]1[CH:22]=[CH:23][CH:24]=[CH:25][C:20]=1[N:19]1[C:15]([C:13]2[N:14]=[C:7]3[C:6]4[CH:27]=[C:2]([C:28]5[CH:33]=[CH:32][CH:31]=[CH:30][CH:29]=5)[CH:3]=[CH:4][C:5]=4[O:11][CH2:10][CH2:9][N:8]3[CH:12]=2)=[N:16][CH:17]=[N:18]1. The catalyst class is: 75. (2) Reactant: [H-].[Al+3].[Li+].[H-].[H-].[H-].[C:7]([N:11]1[C:15]([C:16]2[CH:21]=[CH:20][C:19]([F:22])=[CH:18][CH:17]=2)=[C:14]([C:23]2[S:24][CH:25]=[C:26]([CH2:28][C:29](O)=O)[N:27]=2)[CH:13]=[N:12]1)([CH3:10])([CH3:9])[CH3:8].[CH2:32]1[CH2:36]OCC1. Product: [C:7]([N:11]1[C:15]([C:16]2[CH:21]=[CH:20][C:19]([F:22])=[CH:18][CH:17]=2)=[C:14]([C:23]2[S:24][CH:25]=[C:26]([CH2:28][CH2:29][N:27]3[CH2:32][CH2:36][S:24][CH2:25][CH2:26]3)[N:27]=2)[CH:13]=[N:12]1)([CH3:10])([CH3:9])[CH3:8]. The catalyst class is: 74. (3) Reactant: N1C=CN=C1.[Si:6](Cl)([C:9]([CH3:12])([CH3:11])[CH3:10])([CH3:8])[CH3:7].[OH:14][C@H:15]1[CH2:23][N:22]2[C@H:17]([CH2:18][C:19](=[O:24])[CH2:20][CH2:21]2)[CH2:16]1.O. Product: [Si:6]([O:14][C@H:15]1[CH2:23][N:22]2[C@H:17]([CH2:18][C:19](=[O:24])[CH2:20][CH2:21]2)[CH2:16]1)([C:9]([CH3:12])([CH3:11])[CH3:10])([CH3:8])[CH3:7]. The catalyst class is: 4. (4) Reactant: [Cl:1][C:2]1[CH:7]=[CH:6][CH:5]=[CH:4][C:3]=1[C:8]1[CH:19]=[C:18]2[C:14]([CH:15]=[CH:16][N:17]2[CH2:20][CH2:21][CH2:22][O:23][CH3:24])=[C:13]2[C:9]=1[C:10](=[O:26])[NH:11][C:12]2=[O:25].[Br:27]Br.C(Cl)(Cl)Cl.C(=O)=O.S([O-])([O-])(=O)=S.[Na+].[Na+]. Product: [Br:27][C:15]1[C:14]2[C:18](=[CH:19][C:8]([C:3]3[CH:4]=[CH:5][CH:6]=[CH:7][C:2]=3[Cl:1])=[C:9]3[C:13]=2[C:12](=[O:25])[NH:11][C:10]3=[O:26])[N:17]([CH2:20][CH2:21][CH2:22][O:23][CH3:24])[CH:16]=1. The catalyst class is: 452. (5) Reactant: [CH:1]1([N:6]2[CH2:12][C:11]([F:14])([F:13])[C:10](=[O:15])[N:9]([CH3:16])[C:8]3[CH:17]=[N:18][C:19]([NH:21][C:22]4[CH:30]=[CH:29][C:25]([C:26](O)=[O:27])=[CH:24][C:23]=4[O:31][CH3:32])=[N:20][C:7]2=3)[CH2:5][CH2:4][CH2:3][CH2:2]1.[CH3:33][N:34]1[CH2:39][CH2:38][CH:37]([NH2:40])[CH2:36][CH2:35]1.C1C=CC2N(O)N=NC=2C=1.C(N(C(C)C)CC)(C)C.CCN=C=NCCCN(C)C. Product: [CH:1]1([N:6]2[CH2:12][C:11]([F:14])([F:13])[C:10](=[O:15])[N:9]([CH3:16])[C:8]3[CH:17]=[N:18][C:19]([NH:21][C:22]4[CH:30]=[CH:29][C:25]([C:26]([NH:40][CH:37]5[CH2:38][CH2:39][N:34]([CH3:33])[CH2:35][CH2:36]5)=[O:27])=[CH:24][C:23]=4[O:31][CH3:32])=[N:20][C:7]2=3)[CH2:5][CH2:4][CH2:3][CH2:2]1. The catalyst class is: 39. (6) Reactant: Cl.C(N=C=NCCCN(C)C)C.Cl.Cl.[Cl:15][C:16]1[CH:17]=[N:18][C:19]([O:22][CH:23]2[CH2:28][CH2:27][N:26]([C:29](=[O:35])[C@@H:30]([NH2:34])[CH:31]([CH3:33])[CH3:32])[CH2:25][CH2:24]2)=[N:20][CH:21]=1.[OH:36][C:37]1[C:38]([C:47](O)=[O:48])=[N:39][C:40]2[C:45]([N:46]=1)=[CH:44][CH:43]=[CH:42][CH:41]=2.O.ON1C2C=CC=CC=2N=N1.CN1CCOCC1. Product: [Cl:15][C:16]1[CH:17]=[N:18][C:19]([O:22][CH:23]2[CH2:28][CH2:27][N:26]([C:29]([C@@H:30]([NH:34][C:47]([C:38]3[C:37]([OH:36])=[N:46][C:45]4[C:40](=[CH:41][CH:42]=[CH:43][CH:44]=4)[N:39]=3)=[O:48])[CH:31]([CH3:33])[CH3:32])=[O:35])[CH2:25][CH2:24]2)=[N:20][CH:21]=1. The catalyst class is: 232. (7) Reactant: [Br:1][C:2]1[CH:10]=[CH:9][C:5]([C:6]([OH:8])=[O:7])=[C:4](F)[CH:3]=1.[CH:12]1([NH2:18])[CH2:17][CH2:16][CH2:15][CH2:14][CH2:13]1.C(OCC)(=O)C.Cl. Product: [Br:1][C:2]1[CH:10]=[CH:9][C:5]([C:6]([OH:8])=[O:7])=[C:4]([NH:18][CH:12]2[CH2:17][CH2:16][CH2:15][CH2:14][CH2:13]2)[CH:3]=1. The catalyst class is: 6. (8) Reactant: [C:1]([O:5][C:6]([NH:8][CH2:9][C:10]1[C:11]([CH2:28][CH:29]([CH3:31])[CH3:30])=[N:12][C:13]([CH3:27])=[C:14]([C:19]=1[C:20]1[CH:25]=[CH:24][C:23]([CH3:26])=[CH:22][CH:21]=1)[C:15]([O:17]C)=[O:16])=[O:7])([CH3:4])([CH3:3])[CH3:2].[OH-].[Na+].Cl. Product: [C:1]([O:5][C:6]([NH:8][CH2:9][C:10]1[C:11]([CH2:28][CH:29]([CH3:31])[CH3:30])=[N:12][C:13]([CH3:27])=[C:14]([C:19]=1[C:20]1[CH:25]=[CH:24][C:23]([CH3:26])=[CH:22][CH:21]=1)[C:15]([OH:17])=[O:16])=[O:7])([CH3:4])([CH3:3])[CH3:2]. The catalyst class is: 5.